Dataset: Forward reaction prediction with 1.9M reactions from USPTO patents (1976-2016). Task: Predict the product of the given reaction. (1) Given the reactants Br[CH2:2][CH2:3][CH2:4][CH2:5][CH2:6][CH2:7][CH2:8][CH2:9][O:10][C:11]1[CH:16]=[CH:15][CH:14]=[C:13]([O:17][CH3:18])[CH:12]=1.[I-:19].[Na+].C(OCCCCCCCCCCN)CCCCC, predict the reaction product. The product is: [I:19][CH2:2][CH2:3][CH2:4][CH2:5][CH2:6][CH2:7][CH2:8][CH2:9][O:10][C:11]1[CH:16]=[CH:15][CH:14]=[C:13]([O:17][CH3:18])[CH:12]=1. (2) Given the reactants [F-].C([N+](CCCC)(CCCC)CCCC)CCC.[Br:19][C:20]1([Si](C)(C)C)[CH:24]=[C:23]([C:25]2[CH:30]=[CH:29][CH:28]=[CH:27][N:26]=2)[O:22][CH2:21]1, predict the reaction product. The product is: [Br:19][C:20]1[CH:24]=[C:23]([C:25]2[CH:30]=[CH:29][CH:28]=[CH:27][N:26]=2)[O:22][CH:21]=1. (3) The product is: [C:12]([C:13]1[C:14]([CH:22]2[CH:31]3[CH2:32][CH:33]=[CH:34][CH:30]3[C:29]3[CH:28]=[C:27]([C:35](=[O:37])[CH3:36])[CH:26]=[CH:25][C:24]=3[NH:23]2)=[CH:15][C:16]2[O:20][CH2:19][O:18][C:17]=2[CH:21]=1)#[CH:11]. Given the reactants C(=O)([O-])[O-].[K+].[K+].C[Si]([C:11]#[C:12][C:13]1[C:14]([CH:22]2[CH:31]3[CH2:32][CH:33]=[CH:34][CH:30]3[C:29]3[CH:28]=[C:27]([C:35](=[O:37])[CH3:36])[CH:26]=[CH:25][C:24]=3[NH:23]2)=[CH:15][C:16]2[O:20][CH2:19][O:18][C:17]=2[CH:21]=1)(C)C.O, predict the reaction product.